From a dataset of Reaction yield outcomes from USPTO patents with 853,638 reactions. Predict the reaction yield, written as a fraction of the theoretical maximum amount of product (1.0 means a 100% yield; for example, 0.34 means a 34% yield). The reactants are C(OC([N:8]1[CH2:13][CH2:12][CH2:11][CH:10]([CH2:14][NH:15][C:16]([O:18][CH2:19][C:20]2[CH:25]=[CH:24][CH:23]=[CH:22][CH:21]=2)=[O:17])[CH2:9]1)=O)(C)(C)C.[ClH:26].O1CCOCC1. The catalyst is C(OCC)(=O)C. The product is [ClH:26].[CH2:19]([O:18][C:16]([NH:15][CH2:14][CH:10]1[CH2:11][CH2:12][CH2:13][NH:8][CH2:9]1)=[O:17])[C:20]1[CH:21]=[CH:22][CH:23]=[CH:24][CH:25]=1. The yield is 0.840.